From a dataset of Full USPTO retrosynthesis dataset with 1.9M reactions from patents (1976-2016). Predict the reactants needed to synthesize the given product. (1) Given the product [CH3:16][N:13]1[CH2:12][CH2:11][C:10]2=[C:2]([N:17]3[CH2:20][CH:19]([C:21]([OH:23])=[O:22])[CH2:18]3)[N:3]3[C:7]([N:8]=[C:9]2[CH2:15][CH2:14]1)=[CH:6][CH:5]=[N:4]3, predict the reactants needed to synthesize it. The reactants are: Cl[C:2]1[N:3]2[C:7]([N:8]=[C:9]3[CH2:15][CH2:14][N:13]([CH3:16])[CH2:12][CH2:11][C:10]=13)=[CH:6][CH:5]=[N:4]2.[NH:17]1[CH2:20][CH:19]([C:21]([OH:23])=[O:22])[CH2:18]1.CCN(C(C)C)C(C)C. (2) Given the product [C:11]12([CH3:19])[C:16]([CH3:17])([CH3:18])[CH:14]([CH2:13][CH2:12]1)[CH2:15][CH:10]2[O:9][C:7](=[O:8])[C:6]1[CH:20]=[CH:21][C:22]([NH:25][CH2:30][C:29]2[CH:32]=[C:33]([Cl:35])[CH:34]=[C:27]([Cl:26])[C:28]=2[OH:36])=[C:23]([Cl:24])[C:5]=1[O:4][C:1](=[O:3])[CH3:2], predict the reactants needed to synthesize it. The reactants are: [C:1]([O:4][C:5]1[C:23]([Cl:24])=[C:22]([NH2:25])[CH:21]=[CH:20][C:6]=1[C:7]([O:9][CH:10]1[CH2:15][CH:14]2[C:16]([CH3:18])([CH3:17])[C:11]1([CH3:19])[CH2:12][CH2:13]2)=[O:8])(=[O:3])[CH3:2].[Cl:26][C:27]1[CH:34]=[C:33]([Cl:35])[CH:32]=[C:29]([CH:30]=O)[C:28]=1[OH:36]. (3) Given the product [NH2:32][C:24]1[N:23]=[C:22]([NH:1][C:2]2[CH:19]=[CH:18][C:5]([CH2:6][C:7]3[CH:12]=[CH:11][N:10]=[C:9]4[NH:13][CH:14]=[C:15]([C:16]#[N:17])[C:8]=34)=[C:4]([F:20])[CH:3]=2)[CH:27]=[C:26]([C:28]([F:31])([F:29])[F:30])[N:25]=1, predict the reactants needed to synthesize it. The reactants are: [NH2:1][C:2]1[CH:19]=[CH:18][C:5]([CH2:6][C:7]2[CH:12]=[CH:11][N:10]=[C:9]3[NH:13][CH:14]=[C:15]([C:16]#[N:17])[C:8]=23)=[C:4]([F:20])[CH:3]=1.Cl[C:22]1[CH:27]=[C:26]([C:28]([F:31])([F:30])[F:29])[N:25]=[C:24]([NH2:32])[N:23]=1.Cl.[OH-].[Na+]. (4) Given the product [CH3:14][C:15]([Si:18]([CH3:20])([CH3:19])[O:1][CH2:2][CH2:3][C:4]1[O:5][CH:6]=[CH:7][CH:8]=1)([CH3:17])[CH3:16], predict the reactants needed to synthesize it. The reactants are: [OH:1][CH2:2][CH2:3][C:4]1[O:5][CH:6]=[CH:7][CH:8]=1.N1C=CN=C1.[CH3:14][C:15]([Si:18](Cl)([CH3:20])[CH3:19])([CH3:17])[CH3:16].C(OCC)C. (5) Given the product [F:26][C@@H:24]1[CH2:25][N:21]([C:19](=[O:20])[CH2:18][NH:9][C:6]2([CH3:8])[CH2:5][CH:4]([CH3:10])[O:3][CH:2]([CH3:1])[CH2:7]2)[C@H:22]([C:27]#[N:28])[CH2:23]1, predict the reactants needed to synthesize it. The reactants are: [CH3:1][CH:2]1[CH2:7][C:6]([NH2:9])([CH3:8])[CH2:5][CH:4]([CH3:10])[O:3]1.C([O-])([O-])=O.[K+].[K+].Cl[CH2:18][C:19]([N:21]1[CH2:25][C@@H:24]([F:26])[CH2:23][C@H:22]1[C:27]#[N:28])=[O:20].[Na+].[I-]. (6) Given the product [CH3:1][O:2][C:3]([C:5]1[N:9]=[CH:8][N:7]([C:16]([C:10]2[CH:15]=[CH:14][CH:13]=[CH:12][CH:11]=2)([C:23]2[CH:24]=[CH:25][CH:26]=[CH:27][CH:28]=2)[C:17]2[CH:18]=[CH:19][CH:20]=[CH:21][CH:22]=2)[N:6]=1)=[O:4], predict the reactants needed to synthesize it. The reactants are: [CH3:1][O:2][C:3]([C:5]1[N:9]=[CH:8][NH:7][N:6]=1)=[O:4].[C:10]1([C:16](Cl)([C:23]2[CH:28]=[CH:27][CH:26]=[CH:25][CH:24]=2)[C:17]2[CH:22]=[CH:21][CH:20]=[CH:19][CH:18]=2)[CH:15]=[CH:14][CH:13]=[CH:12][CH:11]=1.C(N(CC)CC)C. (7) Given the product [Cl:1][C:2]1[CH:9]=[CH:8][CH:7]=[CH:6][C:3]=1[CH:4]1[C:20]([C:21]([O:23][CH2:24][CH3:25])=[O:22])=[C:19]([C:18]([F:17])([F:27])[F:28])[NH:10][C:11]2=[N:12][NH:13][C:14]([CH3:16])=[C:15]12, predict the reactants needed to synthesize it. The reactants are: [Cl:1][C:2]1[CH:9]=[CH:8][CH:7]=[CH:6][C:3]=1[CH:4]=O.[NH2:10][C:11]1[CH:15]=[C:14]([CH3:16])[NH:13][N:12]=1.[F:17][C:18]([F:28])([F:27])[C:19](=O)[CH2:20][C:21]([O:23][CH2:24][CH3:25])=[O:22]. (8) Given the product [Br:13][C:14]1[CH:19]=[CH:18][CH:17]=[CH:16][C:15]=1[C:6]1[CH:7]=[CH:8][CH:9]=[C:4]([C:1](=[O:3])[CH3:2])[CH:5]=1, predict the reactants needed to synthesize it. The reactants are: [C:1]([C:4]1[CH:5]=[C:6](B(O)O)[CH:7]=[CH:8][CH:9]=1)(=[O:3])[CH3:2].[Br:13][C:14]1[CH:19]=[CH:18][CH:17]=[CH:16][C:15]=1Br.C(=O)([O-])[O-].[K+].[K+].C1(C)C=CC=CC=1.C(O)C. (9) The reactants are: [CH3:1][O:2][C:3]1[CH:8]=[C:7]([O:9][CH3:10])[CH:6]=[CH:5][C:4]=1/[C:11](/[NH:17][CH2:18][C:19]([O:21][CH2:22][CH3:23])=[O:20])=[CH:12]/[C:13]([O:15]C)=O.C[Si]([N:28]=[C:29]=[S:30])(C)C.CCCCCCC.CCOC(C)=O. Given the product [CH3:1][O:2][C:3]1[CH:8]=[C:7]([O:9][CH3:10])[CH:6]=[CH:5][C:4]=1[C:11]1[N:17]([CH2:18][C:19]([O:21][CH2:22][CH3:23])=[O:20])[C:29](=[S:30])[NH:28][C:13](=[O:15])[CH:12]=1, predict the reactants needed to synthesize it. (10) Given the product [CH:1]1([C:4]([N:6]2[CH2:7][CH2:8][N:9]([C:12]([C:14]3[CH:15]=[CH:16][C:17]([CH:20]4[C:29]5=[N:42][NH:43][C:31](=[O:32])[C:27]6[CH:26]=[CH:25][CH:24]=[C:23]([C:28]=65)[NH:22][CH:21]4[C:35]4[CH:36]=[CH:37][CH:38]=[CH:39][CH:40]=4)=[CH:18][CH:19]=3)=[O:13])[CH2:10][CH2:11]2)=[O:41])[CH2:2][CH2:3]1, predict the reactants needed to synthesize it. The reactants are: [CH:1]1([C:4]([N:6]2[CH2:11][CH2:10][N:9]([C:12]([C:14]3[CH:19]=[CH:18][C:17]([CH:20]4[C:29](=O)[C:28]5[C:27]([C:31](OC)=[O:32])=[CH:26][CH:25]=[CH:24][C:23]=5[NH:22][CH:21]4[C:35]4[CH:40]=[CH:39][CH:38]=[CH:37][CH:36]=4)=[CH:16][CH:15]=3)=[O:13])[CH2:8][CH2:7]2)=O)[CH2:3][CH2:2]1.[OH2:41].[NH2:42][NH2:43].